From a dataset of Full USPTO retrosynthesis dataset with 1.9M reactions from patents (1976-2016). Predict the reactants needed to synthesize the given product. (1) Given the product [C:22]([O:21][C:19]([N:16]1[CH2:17][CH2:18][C@@H:14]([N:8]2[C:4]3=[N:5][CH:6]=[N:7][C:2]([NH2:1])=[C:3]3[C:10]([C:11](=[O:13])[NH:48][C:46]3[O:47][C:43]4[CH:42]=[CH:41][C:40]([C:39]([F:51])([F:38])[F:50])=[CH:49][C:44]=4[N:45]=3)=[N:9]2)[CH2:15]1)=[O:20])([CH3:25])([CH3:24])[CH3:23], predict the reactants needed to synthesize it. The reactants are: [NH2:1][C:2]1[N:7]=[CH:6][N:5]=[C:4]2[N:8]([C@@H:14]3[CH2:18][CH2:17][N:16]([C:19]([O:21][C:22]([CH3:25])([CH3:24])[CH3:23])=[O:20])[CH2:15]3)[N:9]=[C:10]([C:11]([OH:13])=O)[C:3]=12.C1N=CN(C(N2C=NC=C2)=O)C=1.[F:38][C:39]([F:51])([F:50])[C:40]1[CH:41]=[CH:42][C:43]2[O:47][C:46]([NH2:48])=[N:45][C:44]=2[CH:49]=1.C[Si](C)(C)N[Si](C)(C)C.[Li]. (2) The reactants are: [OH-:1].[Li+].[CH2:3]([N:10]1[C@@H:15]2[C@H:16]([C:18]3[N:22](C)[N:21](C(OC)=O)[NH:20][N:19]=3)[CH2:17][C@@:11]1([C:44]1[CH:49]=[CH:48][CH:47]=[CH:46][CH:45]=1)[C@H:12]([O:28][CH2:29][C:30]1[CH:35]=[C:34]([C:36]([F:39])([F:38])[F:37])[CH:33]=[C:32]([C:40]([F:43])([F:42])[F:41])[CH:31]=1)[CH2:13][CH2:14]2)[C:4]1[CH:9]=[CH:8][CH:7]=[CH:6][CH:5]=1.[CH2:50]1[CH2:54][O:53]CC1. Given the product [CH2:3]([N:10]1[C@@H:15]2[C@H:16]([C:18]3[N:19]=[N:20][N:21]([CH2:50][C:54]([OH:1])=[O:53])[N:22]=3)[CH2:17][C@@:11]1([C:44]1[CH:49]=[CH:48][CH:47]=[CH:46][CH:45]=1)[C@H:12]([O:28][CH2:29][C:30]1[CH:35]=[C:34]([C:36]([F:39])([F:38])[F:37])[CH:33]=[C:32]([C:40]([F:41])([F:43])[F:42])[CH:31]=1)[CH2:13][CH2:14]2)[C:4]1[CH:9]=[CH:8][CH:7]=[CH:6][CH:5]=1, predict the reactants needed to synthesize it. (3) Given the product [CH:21]([O:23][CH2:24][CH2:25][O:26][NH:27][C:15]([C:14]1[CH:13]=[CH:12][C:11](=[O:18])[N:10]([CH3:19])[C:9]=1[NH:8][C:5]1[CH:6]=[CH:7][C:2]([Br:1])=[CH:3][C:4]=1[F:20])=[O:17])=[CH2:22], predict the reactants needed to synthesize it. The reactants are: [Br:1][C:2]1[CH:7]=[CH:6][C:5]([NH:8][C:9]2[N:10]([CH3:19])[C:11](=[O:18])[CH:12]=[CH:13][C:14]=2[C:15]([OH:17])=O)=[C:4]([F:20])[CH:3]=1.[CH:21]([O:23][CH2:24][CH2:25][O:26][NH2:27])=[CH2:22].